From a dataset of Catalyst prediction with 721,799 reactions and 888 catalyst types from USPTO. Predict which catalyst facilitates the given reaction. (1) Reactant: [N+:1]([C:4]1[CH:11]=[CH:10][CH:9]=[CH:8][C:5]=1[CH:6]=O)([O-:3])=[O:2].C(O)=O.[C:15]([OH:21])(=[O:20])[CH2:16]C(O)=O.C([O-])=O.[NH4+:25].Cl. Product: [NH2:25][CH:6]([C:5]1[CH:8]=[CH:9][CH:10]=[CH:11][C:4]=1[N+:1]([O-:3])=[O:2])[CH2:16][C:15]([OH:21])=[O:20]. The catalyst class is: 6. (2) Reactant: CON(C)[C:4]([C:6]1[CH:10]=[C:9]([CH2:11][CH3:12])[N:8]([CH3:13])[N:7]=1)=[O:5].[CH3:15][Mg]Br.[Cl-].[NH4+]. Product: [C:4]([C:6]1[CH:10]=[C:9]([CH2:11][CH3:12])[N:8]([CH3:13])[N:7]=1)(=[O:5])[CH3:15]. The catalyst class is: 365. (3) Reactant: [CH3:1][C:2]1[C:3]([CH3:18])([CH3:17])[C:4]2[C:5]([N:16]=1)=[CH:6][C:7]1[C:8]([CH3:15])([CH3:14])[C:9]([CH3:13])=[N:10][C:11]=1[CH:12]=2.[Br:19][CH2:20][CH2:21][CH2:22][CH2:23][CH2:24][C:25]([OH:27])=[O:26]. Product: [Br-:19].[Br-:19].[C:25]([CH2:24][CH2:23][CH2:22][CH2:21][CH2:20][N+:16]1[C:5]2=[CH:6][C:7]3[C:8]([CH3:15])([CH3:14])[C:9]([CH3:13])=[N+:10]([CH2:20][CH2:21][CH2:22][CH2:23][CH2:24][C:25]([OH:27])=[O:26])[C:11]=3[CH:12]=[C:4]2[C:3]([CH3:18])([CH3:17])[C:2]=1[CH3:1])([OH:27])=[O:26]. The catalyst class is: 32. (4) Product: [Cl:26][C:14]1[CH:15]=[C:16]([CH:24]=[CH:25][C:13]=1[C:2]1([OH:11])[CH:3]2[CH2:9][CH:7]3[CH2:6][CH:5]([CH2:10][CH:1]1[CH2:8]3)[CH2:4]2)[C:17]([O:19][C:20]([CH3:22])([CH3:23])[CH3:21])=[O:18]. Reactant: [CH:1]12[CH2:10][CH:5]3[CH2:6][CH:7]([CH2:9][CH:3]([CH2:4]3)[C:2]1=[O:11])[CH2:8]2.Br[C:13]1[CH:25]=[CH:24][C:16]([C:17]([O:19][C:20]([CH3:23])([CH3:22])[CH3:21])=[O:18])=[CH:15][C:14]=1[Cl:26].[Cl-].[Li+].C([Mg]Cl)(C)C. The catalyst class is: 7.